This data is from Catalyst prediction with 721,799 reactions and 888 catalyst types from USPTO. The task is: Predict which catalyst facilitates the given reaction. (1) Reactant: Cl[CH2:2][CH2:3][CH2:4][CH2:5][CH2:6][O:7][C:8](=[O:10])[CH3:9].[N-:11]=[N+:12]=[N-:13].[Na+]. Product: [C:8]([O:7][CH2:6][CH2:5][CH2:4][CH2:3][CH2:2][N:11]=[N+:12]=[N-:13])(=[O:10])[CH3:9]. The catalyst class is: 3. (2) Reactant: [C:1]([C:5]1[CH:10]=[CH:9][C:8]([S:11]([CH:14]2[CH2:19][CH2:18][NH:17][CH2:16][CH2:15]2)(=[O:13])=[O:12])=[CH:7][CH:6]=1)([CH3:4])([CH3:3])[CH3:2].Cl[C:21]1[CH:26]=[C:25]([C:27]([F:30])([F:29])[F:28])[CH:24]=[CH:23][N:22]=1.CCN(C(C)C)C(C)C. Product: [C:1]([C:5]1[CH:6]=[CH:7][C:8]([S:11]([CH:14]2[CH2:15][CH2:16][N:17]([C:21]3[CH:26]=[C:25]([C:27]([F:30])([F:29])[F:28])[CH:24]=[CH:23][N:22]=3)[CH2:18][CH2:19]2)(=[O:13])=[O:12])=[CH:9][CH:10]=1)([CH3:4])([CH3:2])[CH3:3]. The catalyst class is: 12. (3) Reactant: [CH2:1]([C:21]1[C:26]([OH:27])=[C:25]([CH3:28])[C:24]([CH3:29])=[C:23]([OH:30])[C:22]=1[CH3:31])/[CH:2]=[C:3](/[CH2:5][CH2:6][CH2:7][C@@H:8]([CH2:10][CH2:11][CH2:12][C@@H:13]([CH2:15][CH2:16][CH2:17][CH:18]([CH3:20])[CH3:19])[CH3:14])[CH3:9])\[CH3:4].[C:32]([O:35]C(=O)C)(=[O:34])[CH3:33]. Product: [C:32]([OH:35])(=[O:34])[CH3:33].[C:32]([OH:35])(=[O:34])[CH3:33].[CH2:1]([C:21]1[C:26]([OH:27])=[C:25]([CH3:28])[C:24]([CH3:29])=[C:23]([OH:30])[C:22]=1[CH3:31])/[CH:2]=[C:3](/[CH2:5][CH2:6][CH2:7][C@@H:8]([CH2:10][CH2:11][CH2:12][C@@H:13]([CH2:15][CH2:16][CH2:17][CH:18]([CH3:19])[CH3:20])[CH3:14])[CH3:9])\[CH3:4]. The catalyst class is: 17. (4) Reactant: [Li+].CC([N-]C(C)C)C.[CH2:9]1[CH2:13][O:12][CH2:11][CH2:10]1.[Se:14]1[CH:18]=[CH:17][CH:16]=[C:15]1[C:19]1[Se:20][C:21]([C:24]2[Se:25]C=CC=2)=[CH:22][CH:23]=1.CN(C=O)C. Product: [CH:11]([C:10]1[Se:25][C:24]([C:21]2[Se:20][C:19]([C:15]3[Se:14][CH:18]=[CH:17][CH:16]=3)=[CH:23][CH:22]=2)=[CH:13][CH:9]=1)=[O:12]. The catalyst class is: 13. (5) Reactant: [NH2:1][C:2]1[C:12]([F:13])=[CH:11][C:10]([C:14]2[CH:15]=[C:16]3[C:22]([C:23]4[CH:28]=[CH:27][CH:26]=[CH:25][C:24]=4[O:29][CH3:30])=[CH:21][N:20]([S:31]([C:34]4[CH:39]=[CH:38][C:37]([CH3:40])=[CH:36][CH:35]=4)(=[O:33])=[O:32])[C:17]3=[N:18][CH:19]=2)=[CH:9][C:3]=1[C:4]([N:6]([CH3:8])[CH3:7])=[O:5].C(N(CC)C(C)C)(C)C.[F:50][C:51]([F:62])([F:61])[C:52](O[C:52](=[O:53])[C:51]([F:62])([F:61])[F:50])=[O:53]. Product: [F:13][C:12]1[C:2]([NH:1][C:52](=[O:53])[C:51]([F:62])([F:61])[F:50])=[C:3]([CH:9]=[C:10]([C:14]2[CH:15]=[C:16]3[C:22]([C:23]4[CH:28]=[CH:27][CH:26]=[CH:25][C:24]=4[O:29][CH3:30])=[CH:21][N:20]([S:31]([C:34]4[CH:35]=[CH:36][C:37]([CH3:40])=[CH:38][CH:39]=4)(=[O:32])=[O:33])[C:17]3=[N:18][CH:19]=2)[CH:11]=1)[C:4]([N:6]([CH3:8])[CH3:7])=[O:5]. The catalyst class is: 4.